This data is from Full USPTO retrosynthesis dataset with 1.9M reactions from patents (1976-2016). The task is: Predict the reactants needed to synthesize the given product. (1) Given the product [Cl:1][C:2]1[N:3]=[CH:4][NH:5][C:6]=1[C:7]([NH:9][CH2:10][C:11]1[CH:16]=[CH:15][C:14]([Cl:17])=[C:13]([O:18][C:19]2[CH:24]=[C:23]([CH2:25][CH2:26][C:27]#[N:28])[CH:22]=[C:21]([Cl:29])[CH:20]=2)[C:12]=1[F:30])=[O:8], predict the reactants needed to synthesize it. The reactants are: [Cl:1][C:2]1[N:3]=[CH:4][NH:5][C:6]=1[C:7]([NH:9][CH2:10][C:11]1[CH:16]=[CH:15][C:14]([Cl:17])=[C:13]([O:18][C:19]2[CH:24]=[C:23](/[CH:25]=[CH:26]/[C:27]#[N:28])[CH:22]=[C:21]([Cl:29])[CH:20]=2)[C:12]=1[F:30])=[O:8].C1(SC2C=CC=CC=2)C=CC=CC=1. (2) Given the product [Cl:17][CH2:13][C:10]1[CH:9]=[C:8]([C:7]2[C:2]([NH2:1])=[N:3][CH:4]=[CH:5][CH:6]=2)[O:12][N:11]=1, predict the reactants needed to synthesize it. The reactants are: [NH2:1][C:2]1[C:7]([C:8]2[O:12][N:11]=[C:10]([CH2:13]O)[CH:9]=2)=[CH:6][CH:5]=[CH:4][N:3]=1.S(Cl)([Cl:17])=O.N1C2C=CC=CC=2N=N1.[OH-].[Na+]. (3) Given the product [NH2:10][C:3]1[CH:2]=[CH:14][CH:1]=[C:9]2[C:4]=1[CH2:5][C@@H:6]([OH:12])[CH2:7][CH2:8]2, predict the reactants needed to synthesize it. The reactants are: [CH2:1]1[C:9]2[C:4](=[CH:5][CH:6]=[CH:7][CH:8]=2)[C@@H:3]([NH2:10])[C@H:2]1O.[OH-:12].[K+].[C:14](OCC)(=O)C.CCCCCC. (4) Given the product [CH:1]1([CH2:4][N:5]2[C:9]3[CH:10]=[CH:11][C:12]([S:14]([C:17]([CH3:21])([CH3:22])[C:18]([N:28]4[CH2:33][CH2:32][O:31][CH2:30][CH2:29]4)=[O:20])(=[O:16])=[O:15])=[CH:13][C:8]=3[N:7]=[C:6]2[CH2:23][C:24]([CH3:25])([CH3:27])[CH3:26])[CH2:3][CH2:2]1, predict the reactants needed to synthesize it. The reactants are: [CH:1]1([CH2:4][N:5]2[C:9]3[CH:10]=[CH:11][C:12]([S:14]([C:17]([CH3:22])([CH3:21])[C:18]([OH:20])=O)(=[O:16])=[O:15])=[CH:13][C:8]=3[N:7]=[C:6]2[CH2:23][C:24]([CH3:27])([CH3:26])[CH3:25])[CH2:3][CH2:2]1.[NH:28]1[CH2:33][CH2:32][O:31][CH2:30][CH2:29]1.CCN(C(C)C)C(C)C.C(P(=O)(OCC)OCC)#N. (5) Given the product [C:18]([O:11][C:4]1[C:3]([O:2][CH3:1])=[CH:10][CH:9]=[CH:8][C:5]=1[CH:6]=[O:7])(=[O:20])[CH3:19], predict the reactants needed to synthesize it. The reactants are: [CH3:1][O:2][C:3]1[CH:10]=[CH:9][CH:8]=[C:5]([CH:6]=[O:7])[C:4]=1[OH:11].N1C=CC=CC=1.[C:18](Cl)(=[O:20])[CH3:19]. (6) Given the product [CH:1]([C:4]1[CH:8]=[C:7]([CH:9]([CH3:10])[CH3:11])[NH:6][C:5]=1[C:12]([NH:15][C:16]1[CH:25]=[CH:24][C:19]([C:20]([OH:22])=[O:21])=[CH:18][CH:17]=1)=[O:14])([CH3:2])[CH3:3], predict the reactants needed to synthesize it. The reactants are: [CH:1]([C:4]1[CH:8]=[C:7]([CH:9]([CH3:11])[CH3:10])[NH:6][C:5]=1[C:12]([OH:14])=O)([CH3:3])[CH3:2].[NH2:15][C:16]1[CH:25]=[CH:24][C:19]([C:20]([O:22]C)=[O:21])=[CH:18][CH:17]=1. (7) Given the product [CH3:21][N:22]([CH3:23])[C:11]([CH:6]1[CH2:7][CH2:8][CH2:9][CH2:10][C:5]21[O:4][CH2:3][CH2:2][O:1]2)=[O:12], predict the reactants needed to synthesize it. The reactants are: [O:1]1[C:5]2([CH2:10][CH2:9][CH2:8][CH2:7][CH:6]2[C:11](Cl)=[O:12])[O:4][CH2:3][CH2:2]1.C1(C)C=CC=CC=1.[CH3:21][NH:22][CH3:23].O.